From a dataset of NCI-60 drug combinations with 297,098 pairs across 59 cell lines. Regression. Given two drug SMILES strings and cell line genomic features, predict the synergy score measuring deviation from expected non-interaction effect. (1) Drug 1: C1=C(C(=O)NC(=O)N1)N(CCCl)CCCl. Drug 2: CC(C)CN1C=NC2=C1C3=CC=CC=C3N=C2N. Cell line: LOX IMVI. Synergy scores: CSS=37.3, Synergy_ZIP=-2.81, Synergy_Bliss=-0.391, Synergy_Loewe=0.408, Synergy_HSA=0.888. (2) Drug 1: CC1CC2CCC3C(=C)CC(O3)CCC45CC6C(O4)C7C(O6)C(O5)C8C(O7)CCC(O8)CC(=O)CC9C(CC(C1=C)O2)OC(C9OC)CC(CN)O.CS(=O)(=O)O. Drug 2: CC1C(C(CC(O1)OC2CC(CC3=C2C(=C4C(=C3O)C(=O)C5=C(C4=O)C(=CC=C5)OC)O)(C(=O)CO)O)N)O.Cl. Cell line: MDA-MB-231. Synergy scores: CSS=38.5, Synergy_ZIP=-6.58, Synergy_Bliss=-7.31, Synergy_Loewe=-4.14, Synergy_HSA=-3.00. (3) Drug 1: CC1=C2C(C(=O)C3(C(CC4C(C3C(C(C2(C)C)(CC1OC(=O)C(C(C5=CC=CC=C5)NC(=O)OC(C)(C)C)O)O)OC(=O)C6=CC=CC=C6)(CO4)OC(=O)C)OC)C)OC. Drug 2: CN(C)C1=NC(=NC(=N1)N(C)C)N(C)C. Cell line: HCT116. Synergy scores: CSS=74.0, Synergy_ZIP=21.0, Synergy_Bliss=20.5, Synergy_Loewe=-15.3, Synergy_HSA=20.9. (4) Drug 1: CC1C(C(=O)NC(C(=O)N2CCCC2C(=O)N(CC(=O)N(C(C(=O)O1)C(C)C)C)C)C(C)C)NC(=O)C3=C4C(=C(C=C3)C)OC5=C(C(=O)C(=C(C5=N4)C(=O)NC6C(OC(=O)C(N(C(=O)CN(C(=O)C7CCCN7C(=O)C(NC6=O)C(C)C)C)C)C(C)C)C)N)C. Drug 2: CC(C)(C#N)C1=CC(=CC(=C1)CN2C=NC=N2)C(C)(C)C#N. Cell line: EKVX. Synergy scores: CSS=-3.60, Synergy_ZIP=-0.0435, Synergy_Bliss=-2.94, Synergy_Loewe=-3.70, Synergy_HSA=-3.44. (5) Drug 1: CC1=C(C=C(C=C1)NC2=NC=CC(=N2)N(C)C3=CC4=NN(C(=C4C=C3)C)C)S(=O)(=O)N.Cl. Drug 2: C1=CC(=CC=C1C#N)C(C2=CC=C(C=C2)C#N)N3C=NC=N3. Cell line: NCI-H322M. Synergy scores: CSS=1.65, Synergy_ZIP=0.730, Synergy_Bliss=1.61, Synergy_Loewe=1.56, Synergy_HSA=-0.119. (6) Drug 1: CC12CCC(CC1=CCC3C2CCC4(C3CC=C4C5=CN=CC=C5)C)O. Synergy scores: CSS=8.22, Synergy_ZIP=-2.43, Synergy_Bliss=3.37, Synergy_Loewe=-2.79, Synergy_HSA=1.72. Cell line: 786-0. Drug 2: COC1=C2C(=CC3=C1OC=C3)C=CC(=O)O2. (7) Drug 1: CC1CCCC2(C(O2)CC(NC(=O)CC(C(C(=O)C(C1O)C)(C)C)O)C(=CC3=CSC(=N3)C)C)C. Drug 2: COCCOC1=C(C=C2C(=C1)C(=NC=N2)NC3=CC=CC(=C3)C#C)OCCOC.Cl. Cell line: NCIH23. Synergy scores: CSS=78.2, Synergy_ZIP=24.7, Synergy_Bliss=29.1, Synergy_Loewe=-21.4, Synergy_HSA=20.5. (8) Drug 1: CC1C(C(CC(O1)OC2CC(CC3=C2C(=C4C(=C3O)C(=O)C5=C(C4=O)C(=CC=C5)OC)O)(C(=O)C)O)N)O.Cl. Drug 2: C1=NC2=C(N=C(N=C2N1C3C(C(C(O3)CO)O)F)Cl)N. Cell line: MCF7. Synergy scores: CSS=29.5, Synergy_ZIP=-7.58, Synergy_Bliss=-0.138, Synergy_Loewe=-0.305, Synergy_HSA=0.851. (9) Drug 1: C1=CC(=CC=C1CCCC(=O)O)N(CCCl)CCCl. Drug 2: CCCCC(=O)OCC(=O)C1(CC(C2=C(C1)C(=C3C(=C2O)C(=O)C4=C(C3=O)C=CC=C4OC)O)OC5CC(C(C(O5)C)O)NC(=O)C(F)(F)F)O. Cell line: IGROV1. Synergy scores: CSS=30.4, Synergy_ZIP=-6.00, Synergy_Bliss=-0.485, Synergy_Loewe=0.371, Synergy_HSA=0.462. (10) Cell line: COLO 205. Drug 2: CC1C(C(CC(O1)OC2CC(CC3=C2C(=C4C(=C3O)C(=O)C5=C(C4=O)C(=CC=C5)OC)O)(C(=O)CO)O)N)O.Cl. Drug 1: CC1=C2C(C(=O)C3(C(CC4C(C3C(C(C2(C)C)(CC1OC(=O)C(C(C5=CC=CC=C5)NC(=O)C6=CC=CC=C6)O)O)OC(=O)C7=CC=CC=C7)(CO4)OC(=O)C)O)C)OC(=O)C. Synergy scores: CSS=45.9, Synergy_ZIP=-6.61, Synergy_Bliss=-4.24, Synergy_Loewe=-3.17, Synergy_HSA=-1.14.